The task is: Predict the product of the given reaction.. This data is from Forward reaction prediction with 1.9M reactions from USPTO patents (1976-2016). Given the reactants [Cl:1][CH2:2][C:3]([C:5]1[C:13]2[C:8](=[N:9][CH:10]=[CH:11][CH:12]=2)[NH:7][CH:6]=1)=O.C([SiH](CC)CC)C, predict the reaction product. The product is: [Cl:1][CH2:2][CH2:3][C:5]1[C:13]2[C:8](=[N:9][CH:10]=[CH:11][CH:12]=2)[NH:7][CH:6]=1.